The task is: Predict the product of the given reaction.. This data is from Forward reaction prediction with 1.9M reactions from USPTO patents (1976-2016). Given the reactants [C:1]([O:5][C:6]([N:8]1[CH2:13][CH2:12][NH:11][CH2:10][CH2:9]1)=[O:7])([CH3:4])([CH3:3])[CH3:2].[Cl:14][CH:15](Cl)[C:16]1[CH:21]=[CH:20][C:19]([CH3:22])=[CH:18][CH:17]=1.CCN(C(C)C)C(C)C.C([O-])(O)=O.[Na+], predict the reaction product. The product is: [Cl:14][CH2:15][C:16]1[CH:21]=[CH:20][C:19]([CH2:22][N:11]2[CH2:12][CH2:13][N:8]([C:6]([O:5][C:1]([CH3:4])([CH3:2])[CH3:3])=[O:7])[CH2:9][CH2:10]2)=[CH:18][CH:17]=1.